From a dataset of Forward reaction prediction with 1.9M reactions from USPTO patents (1976-2016). Predict the product of the given reaction. (1) Given the reactants [C:1]([C:5]1[CH:10]=[C:9]([Br:11])[C:8]([N+:12]([O-:14])=[O:13])=[CH:7][C:6]=1[OH:15])([CH3:4])([CH3:3])[CH3:2].[C:16]([O-])([O-])=O.[Cs+].[Cs+].CI, predict the reaction product. The product is: [C:1]([C:5]1[CH:10]=[C:9]([Br:11])[C:8]([N+:12]([O-:14])=[O:13])=[CH:7][C:6]=1[O:15][CH3:16])([CH3:4])([CH3:2])[CH3:3]. (2) Given the reactants [CH2:1]([O:8][C:9]([NH:11][C:12]1([C:15]([OH:17])=O)[CH2:14][CH2:13]1)=[O:10])[C:2]1[CH:7]=[CH:6][CH:5]=[CH:4][CH:3]=1.Cl.[CH3:19][NH:20][O:21][CH3:22].CN(C(ON1N=NC2C=CC=NC1=2)=[N+](C)C)C.F[P-](F)(F)(F)(F)F.CCN(C(C)C)C(C)C.[OH-].[Na+], predict the reaction product. The product is: [CH3:22][O:21][N:20]([CH3:19])[C:15]([C:12]1([NH:11][C:9](=[O:10])[O:8][CH2:1][C:2]2[CH:3]=[CH:4][CH:5]=[CH:6][CH:7]=2)[CH2:13][CH2:14]1)=[O:17]. (3) Given the reactants Cl.[F:2][C:3]1[C:4]([C:16]([F:19])([F:18])[F:17])=[C:5]([CH:10]2[CH2:15][CH2:14][NH:13][CH2:12][CH2:11]2)[CH:6]=[C:7]([F:9])[CH:8]=1.[C:20]([O:24][C:25]([N:27]1[CH2:32][CH2:31][C:30]2[C:33]([C:36](O)=[O:37])=[N:34][NH:35][C:29]=2[CH2:28]1)=[O:26])([CH3:23])([CH3:22])[CH3:21].C(N(C(C)C)CC)(C)C.CN(C(ON1N=NC2C=CC=CC1=2)=[N+](C)C)C.F[P-](F)(F)(F)(F)F, predict the reaction product. The product is: [F:2][C:3]1[C:4]([C:16]([F:19])([F:18])[F:17])=[C:5]([CH:10]2[CH2:11][CH2:12][N:13]([C:36]([C:33]3[C:30]4[CH2:31][CH2:32][N:27]([C:25]([O:24][C:20]([CH3:23])([CH3:22])[CH3:21])=[O:26])[CH2:28][C:29]=4[NH:35][N:34]=3)=[O:37])[CH2:14][CH2:15]2)[CH:6]=[C:7]([F:9])[CH:8]=1. (4) Given the reactants CC(C)=C[CH2:4][O:5][N:6]1[C:14](=[O:15])[C:13]2[C:8](=[CH:9][CH:10]=[CH:11][CH:12]=2)[C:7]1=[O:16].C[N+]1([O-])CC[O:22]CC1.[C:26]([OH:30])([CH3:29])([CH3:28])[CH3:27].C1COCC1.O, predict the reaction product. The product is: [OH:22][CH:27]([C:26]([OH:30])([CH3:29])[CH3:28])[CH2:4][O:5][N:6]1[C:14](=[O:15])[C:13]2[C:8](=[CH:9][CH:10]=[CH:11][CH:12]=2)[C:7]1=[O:16]. (5) Given the reactants [CH3:1][C:2]1[CH:7]=[C:6]([C:8](=[O:11])[CH2:9][CH3:10])[CH:5]=[CH:4][C:3]=1B(O)O.Br[C:16]1[CH:21]=[C:20]([N+:22]([O-:24])=[O:23])[CH:19]=[CH:18][C:17]=1[CH3:25].C(=O)([O-])[O-].[K+].[K+], predict the reaction product. The product is: [CH3:1][C:2]1[CH:7]=[C:6]([C:8](=[O:11])[CH2:9][CH3:10])[CH:5]=[CH:4][C:3]=1[C:16]1[CH:21]=[C:20]([N+:22]([O-:24])=[O:23])[CH:19]=[CH:18][C:17]=1[CH3:25]. (6) Given the reactants [CH2:1]([C@H:8]1[CH2:12][O:11][C:10](=[O:13])[NH:9]1)[C:2]1[CH:7]=[CH:6][CH:5]=[CH:4][CH:3]=1.[Li]CCCC.[CH:19]1([CH2:24][CH2:25][C:26](Cl)=[O:27])[CH2:23][CH2:22][CH2:21][CH2:20]1, predict the reaction product. The product is: [CH2:1]([C@H:8]1[CH2:12][O:11][C:10](=[O:13])[N:9]1[C:26](=[O:27])[CH2:25][CH2:24][CH:19]1[CH2:23][CH2:22][CH2:21][CH2:20]1)[C:2]1[CH:3]=[CH:4][CH:5]=[CH:6][CH:7]=1. (7) Given the reactants [I:1][C:2]1[S:6][C:5]([C:7]([O:9]C)=[O:8])=[C:4]([N:11]([C:15]([C@H:17]2[CH2:22][CH2:21][C@H:20]([CH3:23])[CH2:19][CH2:18]2)=[O:16])[CH:12]([CH3:14])[CH3:13])[CH:3]=1.C1COCC1.[OH-].[Na+], predict the reaction product. The product is: [I:1][C:2]1[S:6][C:5]([C:7]([OH:9])=[O:8])=[C:4]([N:11]([C:15]([CH:17]2[CH2:22][CH2:21][CH:20]([CH3:23])[CH2:19][CH2:18]2)=[O:16])[CH:12]([CH3:14])[CH3:13])[CH:3]=1.